Dataset: NCI-60 drug combinations with 297,098 pairs across 59 cell lines. Task: Regression. Given two drug SMILES strings and cell line genomic features, predict the synergy score measuring deviation from expected non-interaction effect. (1) Drug 1: C1C(C(OC1N2C=C(C(=O)NC2=O)F)CO)O. Drug 2: CC1CCC2CC(C(=CC=CC=CC(CC(C(=O)C(C(C(=CC(C(=O)CC(OC(=O)C3CCCCN3C(=O)C(=O)C1(O2)O)C(C)CC4CCC(C(C4)OC)O)C)C)O)OC)C)C)C)OC. Cell line: T-47D. Synergy scores: CSS=-0.906, Synergy_ZIP=3.64, Synergy_Bliss=4.74, Synergy_Loewe=-0.106, Synergy_HSA=-1.00. (2) Synergy scores: CSS=2.04, Synergy_ZIP=-2.38, Synergy_Bliss=-5.26, Synergy_Loewe=-7.84, Synergy_HSA=-4.73. Drug 1: CC12CCC3C(C1CCC2O)C(CC4=C3C=CC(=C4)O)CCCCCCCCCS(=O)CCCC(C(F)(F)F)(F)F. Cell line: SK-MEL-28. Drug 2: C1=NNC2=C1C(=O)NC=N2. (3) Drug 1: COC1=NC(=NC2=C1N=CN2C3C(C(C(O3)CO)O)O)N. Drug 2: CC1CCCC2(C(O2)CC(NC(=O)CC(C(C(=O)C(C1O)C)(C)C)O)C(=CC3=CSC(=N3)C)C)C. Cell line: TK-10. Synergy scores: CSS=36.3, Synergy_ZIP=3.54, Synergy_Bliss=1.04, Synergy_Loewe=-26.2, Synergy_HSA=-2.82. (4) Cell line: LOX IMVI. Drug 1: CC1C(C(=O)NC(C(=O)N2CCCC2C(=O)N(CC(=O)N(C(C(=O)O1)C(C)C)C)C)C(C)C)NC(=O)C3=C4C(=C(C=C3)C)OC5=C(C(=O)C(=C(C5=N4)C(=O)NC6C(OC(=O)C(N(C(=O)CN(C(=O)C7CCCN7C(=O)C(NC6=O)C(C)C)C)C)C(C)C)C)N)C. Drug 2: C1CN1C2=NC(=NC(=N2)N3CC3)N4CC4. Synergy scores: CSS=39.0, Synergy_ZIP=0.413, Synergy_Bliss=0.956, Synergy_Loewe=-0.267, Synergy_HSA=1.35.